Dataset: Forward reaction prediction with 1.9M reactions from USPTO patents (1976-2016). Task: Predict the product of the given reaction. (1) Given the reactants [NH2:1][C:2]1[CH:3]=[CH:4][C:5]([NH:18][CH2:19][CH:20]2[CH2:25][CH2:24][N:23](C(OC(C)(C)C)=O)[CH2:22][CH2:21]2)=[C:6]([CH:17]=1)[C:7]([NH:9][C:10]1[CH:15]=[CH:14][C:13]([Cl:16])=[CH:12][N:11]=1)=[O:8].C(N(C(C)C)[CH:36]([CH3:38])[CH3:37])C.[CH3:42][S:43](Cl)(=[O:45])=[O:44], predict the reaction product. The product is: [Cl:16][C:13]1[CH:14]=[CH:15][C:10]([NH:9][C:7](=[O:8])[C:6]2[CH:17]=[C:2]([NH:1][S:43]([CH3:42])(=[O:45])=[O:44])[CH:3]=[CH:4][C:5]=2[NH:18][CH2:19][CH:20]2[CH2:21][CH2:22][N:23]([CH:36]([CH3:38])[CH3:37])[CH2:24][CH2:25]2)=[N:11][CH:12]=1. (2) Given the reactants [C:1]([C:5]1[Se:13][C:12]2[C:11](=[O:14])[NH:10][N:9]=[N:8][C:7]=2[CH:6]=1)([CH3:4])([CH3:3])[CH3:2].[C:15](=O)([O-])[O-].[K+].[K+].IC.[I-].[K+], predict the reaction product. The product is: [C:1]([C:5]1[Se:13][C:12]2[C:11](=[O:14])[N:10]([CH3:15])[N:9]=[N:8][C:7]=2[CH:6]=1)([CH3:4])([CH3:2])[CH3:3]. (3) Given the reactants Cl[C:2]1[CH:3]=[C:4]([N:8]2[CH2:13][CH2:12][N:11]([C:14]([C:16]3[N:17]([C:22]4[CH:27]=[CH:26][CH:25]=[CH:24][CH:23]=4)[N:18]=[C:19]([CH3:21])[CH:20]=3)=[O:15])[CH2:10][CH2:9]2)[CH:5]=[CH:6][CH:7]=1.N1(C2C=C([NH:40][C:41](=[O:43])[CH3:42])C=CC=2)CCNCC1, predict the reaction product. The product is: [CH3:21][C:19]1[CH:20]=[C:16]([C:14]([N:11]2[CH2:12][CH2:13][N:8]([C:4]3[CH:3]=[C:2]([NH:40][C:41](=[O:43])[CH3:42])[CH:7]=[CH:6][CH:5]=3)[CH2:9][CH2:10]2)=[O:15])[N:17]([C:22]2[CH:27]=[CH:26][CH:25]=[CH:24][CH:23]=2)[N:18]=1. (4) Given the reactants [CH2:1]([O:3][C:4](=[O:24])[CH2:5][C:6]1[CH:7]=[C:8]([C:13]2[CH:18]=[CH:17][C:16]([F:19])=[CH:15][C:14]=2[CH2:20][NH:21][CH2:22][CH3:23])[CH:9]=[C:10]([Cl:12])[CH:11]=1)[CH3:2].[CH:25]1([C:28](Cl)=[O:29])[CH2:27][CH2:26]1, predict the reaction product. The product is: [CH2:1]([O:3][C:4](=[O:24])[CH2:5][C:6]1[CH:7]=[C:8]([C:13]2[CH:18]=[CH:17][C:16]([F:19])=[CH:15][C:14]=2[CH2:20][N:21]([C:28]([CH:25]2[CH2:27][CH2:26]2)=[O:29])[CH2:22][CH3:23])[CH:9]=[C:10]([Cl:12])[CH:11]=1)[CH3:2]. (5) Given the reactants [CH2:1]([C@H:8]([CH2:12][C:13]([O:15]C(C)(C)C)=[O:14])[C:9]([OH:11])=O)[C:2]1[CH:7]=[CH:6][CH:5]=[CH:4]C=1.[CH:20]1([NH:23][C:24]2[S:25][CH:26]=[C:27]([C:29]3[CH:34]=[CH:33][CH:32]=[CH:31][C:30]=3[C:35]3[CH:36]=[CH:37][C:38]([N:41]4[CH2:45][CH2:44][CH2:43][C:42]4=[O:46])=[N:39][CH:40]=3)[N:28]=2)[CH2:22][CH2:21]1.[Br:47][C:48]1[CH:49]=[CH:50][C:51]([N:54]2[CH2:58][CH2:57][CH2:56][C:55]2=[O:59])=[N:52][CH:53]=1.[Br:60][C:61]1[CH:66]=[C:65]([Cl:67])[CH:64]=[CH:63][C:62]=1[C:68]1[N:69]=[C:70]([NH:73][CH:74]2[CH2:76][CH2:75]2)[S:71][CH:72]=1.BrC1C=CC(N)=NC=1, predict the reaction product. The product is: [CH:2]1([CH2:1][C@@H:8]([C:9]([N:23]([CH:20]2[CH2:21][CH2:22]2)[C:24]2[S:25][CH:26]=[C:27]([C:29]3[CH:34]=[CH:33][CH:32]=[CH:31][C:30]=3[C:35]3[CH:40]=[N:39][C:38]([N:41]4[CH2:45][CH2:44][CH2:43][C:42]4=[O:46])=[CH:37][CH:36]=3)[N:28]=2)=[O:11])[CH2:12][C:13]([OH:15])=[O:14])[CH2:7][CH2:6][CH2:5][CH2:4]1.[Br:47][C:48]1[CH:49]=[CH:50][C:51]([N:54]2[CH2:58][CH2:57][CH2:56][C:55]2=[O:59])=[N:52][CH:53]=1.[Br:60][C:61]1[CH:66]=[C:65]([Cl:67])[CH:64]=[CH:63][C:62]=1[C:68]1[N:69]=[C:70]([NH:73][CH:74]2[CH2:76][CH2:75]2)[S:71][CH:72]=1. (6) Given the reactants [NH2:1][C:2]1[N:7]([C:8]2[CH:9]=[N:10][C:11]([C:14]([F:17])([F:16])[F:15])=[CH:12][CH:13]=2)[C:6](=[S:18])[NH:5][C:4](=[O:19])[CH:3]=1.N([O-])=O.[Na+].S(S([O-])=O)([O-])=O.[Na+].[Na+].C(O)(=O)C.[CH:36](N)=[NH:37], predict the reaction product. The product is: [S:18]=[C:6]1[N:7]([C:8]2[CH:9]=[N:10][C:11]([C:14]([F:16])([F:15])[F:17])=[CH:12][CH:13]=2)[C:2]2[N:1]=[CH:36][NH:37][C:3]=2[C:4](=[O:19])[NH:5]1.